This data is from CYP2D6 inhibition data for predicting drug metabolism from PubChem BioAssay. The task is: Regression/Classification. Given a drug SMILES string, predict its absorption, distribution, metabolism, or excretion properties. Task type varies by dataset: regression for continuous measurements (e.g., permeability, clearance, half-life) or binary classification for categorical outcomes (e.g., BBB penetration, CYP inhibition). Dataset: cyp2d6_veith. (1) The compound is O[C@H](CCCN1CCN(c2ncc(F)cn2)CC1)c1ccc(F)cc1. The result is 0 (non-inhibitor). (2) The molecule is Cc1ccc(C(=O)Nc2ccc(C(=O)/C=C/c3cccs3)cc2)cc1. The result is 0 (non-inhibitor). (3) The drug is COc1ncc2nc(-c3ccccc3)c(=O)n(CCc3ccccc3)c2n1. The result is 0 (non-inhibitor).